From a dataset of CYP2C19 inhibition data for predicting drug metabolism from PubChem BioAssay. Regression/Classification. Given a drug SMILES string, predict its absorption, distribution, metabolism, or excretion properties. Task type varies by dataset: regression for continuous measurements (e.g., permeability, clearance, half-life) or binary classification for categorical outcomes (e.g., BBB penetration, CYP inhibition). Dataset: cyp2c19_veith. (1) The drug is CC(C)(CO)N1CCN(C(=S)Nc2ccccc2)CC1. The result is 0 (non-inhibitor). (2) The drug is COc1ccc(NC(=O)N2CCC3(CC2)CCN(C(=O)c2csnn2)CC3)cc1. The result is 0 (non-inhibitor). (3) The drug is COCc1c(C(N)=O)nnn1-c1nonc1N. The result is 0 (non-inhibitor). (4) The result is 1 (inhibitor). The molecule is Nc1nc(SCc2ccccc2[N+](=O)[O-])c2[nH]cnc2n1. (5) The drug is CSc1nncc(/C(C)=N\Nc2ccccc2)n1. The result is 1 (inhibitor).